From a dataset of Forward reaction prediction with 1.9M reactions from USPTO patents (1976-2016). Predict the product of the given reaction. (1) Given the reactants [CH2:1]([C:3]1[CH:4]=[CH:5][C:6]([O:10][C:11]2[CH:16]=[CH:15][CH:14]=[C:13]([F:17])[N:12]=2)=[C:7]([OH:9])[CH:8]=1)[CH3:2].C(N(CC)CC)C.[C:25](O)(=[O:27])[CH3:26], predict the reaction product. The product is: [C:25]([O:9][C:7]1[CH:8]=[C:3]([CH2:1][CH3:2])[CH:4]=[CH:5][C:6]=1[O:10][C:11]1[CH:16]=[CH:15][CH:14]=[C:13]([F:17])[N:12]=1)(=[O:27])[CH3:26]. (2) Given the reactants [CH3:1][O:2][C:3]1[CH:4]=[C:5]2[C:10](=[CH:11][C:12]=1[O:13][CH3:14])[N:9]=[CH:8][CH:7]=[C:6]2[O:15][C:16]1[CH:22]=[CH:21][C:19]([NH2:20])=[C:18]([CH3:23])[C:17]=1[CH3:24].C1(C)C=CC=CC=1.C(N(CC)CC)C.ClC(Cl)(O[C:43](=[O:49])[O:44][C:45](Cl)(Cl)Cl)Cl.[F:51][C:52]1[CH:62]=[CH:61][CH:60]=[CH:59][C:53]=1[O:54][CH2:55][CH2:56]CO, predict the reaction product. The product is: [CH3:1][O:2][C:3]1[CH:4]=[C:5]2[C:10](=[CH:11][C:12]=1[O:13][CH3:14])[N:9]=[CH:8][CH:7]=[C:6]2[O:15][C:16]1[CH:22]=[CH:21][C:19]([NH:20][C:43](=[O:49])[O:44][CH2:45][CH2:56][CH2:55][O:54][C:53]2[CH:59]=[CH:60][CH:61]=[CH:62][C:52]=2[F:51])=[C:18]([CH3:23])[C:17]=1[CH3:24]. (3) Given the reactants Br[C:2]1[CH:9]=[CH:8][C:5]([C:6]#[N:7])=[C:4]([F:10])[CH:3]=1.BrC1C=CC(C#N)=C(OC)C=1.[N+:22]([C:25]1[CH:31]=[CH:30][C:28]([NH2:29])=[CH:27][CH:26]=1)([O-:24])=[O:23], predict the reaction product. The product is: [F:10][C:4]1[CH:3]=[C:2]([NH:29][C:28]2[CH:30]=[CH:31][C:25]([N+:22]([O-:24])=[O:23])=[CH:26][CH:27]=2)[CH:9]=[CH:8][C:5]=1[C:6]#[N:7]. (4) Given the reactants [NH2:1][C:2]1[C:10]2[C:5](=[N:6][C:7]([CH3:15])=[CH:8][C:9]=2[C:11]([F:14])([F:13])[F:12])[S:4][C:3]=1[C:16]([OH:18])=O.CN(C(ON1N=NC2C=CC=NC1=2)=[N+](C)C)C.F[P-](F)(F)(F)(F)F.CCN(C(C)C)C(C)C.[NH2:52][CH2:53][C@H:54]([C:56]1[CH:61]=[CH:60][CH:59]=[CH:58][CH:57]=1)[OH:55], predict the reaction product. The product is: [NH2:1][C:2]1[C:10]2[C:5](=[N:6][C:7]([CH3:15])=[CH:8][C:9]=2[C:11]([F:12])([F:13])[F:14])[S:4][C:3]=1[C:16]([NH:52][CH2:53][C@@H:54]([OH:55])[C:56]1[CH:61]=[CH:60][CH:59]=[CH:58][CH:57]=1)=[O:18].